From a dataset of Retrosynthesis with 50K atom-mapped reactions and 10 reaction types from USPTO. Predict the reactants needed to synthesize the given product. Given the product Fc1cc(Br)ccc1OCCCCl, predict the reactants needed to synthesize it. The reactants are: ClCCCBr.Oc1ccc(Br)cc1F.